Regression. Given two drug SMILES strings and cell line genomic features, predict the synergy score measuring deviation from expected non-interaction effect. From a dataset of NCI-60 drug combinations with 297,098 pairs across 59 cell lines. (1) Drug 1: CCC1(CC2CC(C3=C(CCN(C2)C1)C4=CC=CC=C4N3)(C5=C(C=C6C(=C5)C78CCN9C7C(C=CC9)(C(C(C8N6C=O)(C(=O)OC)O)OC(=O)C)CC)OC)C(=O)OC)O.OS(=O)(=O)O. Drug 2: CN1C2=C(C=C(C=C2)N(CCCl)CCCl)N=C1CCCC(=O)O.Cl. Cell line: COLO 205. Synergy scores: CSS=-4.40, Synergy_ZIP=1.74, Synergy_Bliss=-0.196, Synergy_Loewe=-7.00, Synergy_HSA=-6.48. (2) Drug 1: C#CCC(CC1=CN=C2C(=N1)C(=NC(=N2)N)N)C3=CC=C(C=C3)C(=O)NC(CCC(=O)O)C(=O)O. Drug 2: C1=NC2=C(N1)C(=S)N=CN2. Cell line: IGROV1. Synergy scores: CSS=10.9, Synergy_ZIP=-3.84, Synergy_Bliss=2.18, Synergy_Loewe=-1.90, Synergy_HSA=0.204.